This data is from Forward reaction prediction with 1.9M reactions from USPTO patents (1976-2016). The task is: Predict the product of the given reaction. Given the reactants [Cl:1][C:2]1[CH:7]=[CH:6][CH:5]=[C:4]([I:8])[C:3]=1[CH2:9][C:10]([OH:12])=[O:11].OS(O)(=O)=O.[CH3:18][CH2:19]O, predict the reaction product. The product is: [Cl:1][C:2]1[CH:7]=[CH:6][CH:5]=[C:4]([I:8])[C:3]=1[CH2:9][C:10]([O:12][CH2:18][CH3:19])=[O:11].